Task: Predict which catalyst facilitates the given reaction.. Dataset: Catalyst prediction with 721,799 reactions and 888 catalyst types from USPTO (1) The catalyst class is: 4. Reactant: [CH3:1][C:2]1[CH:3]=[C:4]([N:17]2[CH2:21][CH2:20][N:19]([CH2:22][C:23]3[CH:28]=[CH:27][C:26]([NH:29]C(=O)OC(C)(C)C)=[CH:25][CH:24]=3)[C:18]2=[O:37])[S:5][C:6]=1[C:7](=[O:16])[NH:8][CH2:9][C:10]1[CH:11]=[N:12][CH:13]=[CH:14][CH:15]=1.FC(F)(F)C(O)=O. Product: [NH2:29][C:26]1[CH:25]=[CH:24][C:23]([CH2:22][N:19]2[CH2:20][CH2:21][N:17]([C:4]3[S:5][C:6]([C:7]([NH:8][CH2:9][C:10]4[CH:11]=[N:12][CH:13]=[CH:14][CH:15]=4)=[O:16])=[C:2]([CH3:1])[CH:3]=3)[C:18]2=[O:37])=[CH:28][CH:27]=1. (2) Reactant: C([O:5][C:6]([C:8]1([CH2:12][NH:13][C:14]([C:16]2[N:17]=[C:18]([C:35]#[N:36])[C:19]3[C:20](=[O:34])[N:21]([CH2:27][C:28]4[CH:33]=[CH:32][CH:31]=[CH:30][CH:29]=4)[CH:22]=[CH:23][C:24]=3[C:25]=2[OH:26])=[O:15])[CH2:11][CH2:10][CH2:9]1)=[O:7])(C)(C)C.FC(F)(F)C(O)=O. Product: [CH2:27]([N:21]1[C:20](=[O:34])[C:19]2[C:18]([C:35]#[N:36])=[N:17][C:16]([C:14]([NH:13][CH2:12][C:8]3([C:6]([OH:7])=[O:5])[CH2:9][CH2:10][CH2:11]3)=[O:15])=[C:25]([OH:26])[C:24]=2[CH:23]=[CH:22]1)[C:28]1[CH:33]=[CH:32][CH:31]=[CH:30][CH:29]=1. The catalyst class is: 2.